Predict the product of the given reaction. From a dataset of Forward reaction prediction with 1.9M reactions from USPTO patents (1976-2016). (1) The product is: [C:24]([C:27]1[CH:32]=[C:31]([C:2]2[CH:3]=[N:4][N:5]3[C:10]([C:11]4[CH:12]=[C:13]([NH:17][C:18](=[O:23])[CH2:19][CH:20]([CH3:22])[CH3:21])[CH:14]=[CH:15][CH:16]=4)=[CH:9][CH:8]=[N:7][C:6]=23)[CH:30]=[CH:29][CH:28]=1)(=[O:26])[CH3:25]. Given the reactants Br[C:2]1[CH:3]=[N:4][N:5]2[C:10]([C:11]3[CH:12]=[C:13]([NH:17][C:18](=[O:23])[CH2:19][CH:20]([CH3:22])[CH3:21])[CH:14]=[CH:15][CH:16]=3)=[CH:9][CH:8]=[N:7][C:6]=12.[C:24]([C:27]1[CH:28]=[C:29](B(O)O)[CH:30]=[CH:31][CH:32]=1)(=[O:26])[CH3:25], predict the reaction product. (2) The product is: [OH:12][C@H:11]([C:13]1[CH:22]=[CH:21][C:16]2[C:17](=[O:20])[O:18][CH2:19][C:15]=2[C:14]=1[CH3:23])[CH2:10][N:6]1[CH2:7][CH2:8][CH2:9][C:4]([CH2:3][NH:2][CH2:38][C@H:36]([OH:37])[C:27]2[CH:28]=[CH:29][C:30]3[C:31](=[O:35])[O:32][CH2:33][C:34]=3[C:26]=2[CH3:25])([CH3:24])[CH2:5]1. Given the reactants Cl.[NH2:2][CH2:3][C:4]1([CH3:24])[CH2:9][CH2:8][CH2:7][N:6]([CH2:10][C@@H:11]([C:13]2[CH:22]=[CH:21][C:16]3[C:17](=[O:20])[O:18][CH2:19][C:15]=3[C:14]=2[CH3:23])[OH:12])[CH2:5]1.[CH3:25][C:26]1[C:34]2[CH2:33][O:32][C:31](=[O:35])[C:30]=2[CH:29]=[CH:28][C:27]=1[C@@H:36]1[CH2:38][O:37]1, predict the reaction product. (3) Given the reactants Br.Br[CH2:3][C:4]([C:6]1[CH:11]=[CH:10][N:9]=[CH:8][CH:7]=1)=O.[OH:12][C:13]1[CH:18]=[CH:17][C:16]([NH:19][C:20]([NH2:22])=[S:21])=[CH:15][C:14]=1[CH3:23].N, predict the reaction product. The product is: [CH3:23][C:14]1[CH:15]=[C:16]([NH:19][C:20]2[S:21][CH:3]=[C:4]([C:6]3[CH:11]=[CH:10][N:9]=[CH:8][CH:7]=3)[N:22]=2)[CH:17]=[CH:18][C:13]=1[OH:12]. (4) Given the reactants [ClH:1].[CH3:2][N:3]([CH3:29])[CH:4]1[CH2:9][CH2:8][N:7]([C:10](=[O:28])[CH2:11][CH2:12][C:13]2[N:14]([CH2:18][C:19]([O:21][CH2:22][C:23]([N:25]([CH3:27])[CH3:26])=[O:24])=[O:20])[CH:15]=[CH:16][N:17]=2)[CH2:6][CH2:5]1, predict the reaction product. The product is: [ClH:1].[CH3:29][N:3]([CH3:2])[CH:4]1[CH2:5][CH2:6][N:7]([C:10](=[O:28])[CH2:11][CH2:12][C:13]2[N:14]([CH2:18][C:19]([O:21][CH2:22][C:23]([N:25]([CH3:27])[CH3:26])=[O:24])=[O:20])[CH:15]=[CH:16][N:17]=2)[CH2:8][CH2:9]1. (5) Given the reactants [O:1]=[C:2]([C:6]1[CH:11]=[CH:10][CH:9]=[C:8]([O:12][CH2:13][CH:14]2[CH2:19][CH2:18][O:17][CH2:16][CH2:15]2)[N:7]=1)[CH2:3][C:4]#[N:5].[H-].[H-].[H-].[H-].[Li+].[Al+3], predict the reaction product. The product is: [NH2:5][CH2:4][CH2:3][CH:2]([C:6]1[CH:11]=[CH:10][CH:9]=[C:8]([O:12][CH2:13][CH:14]2[CH2:15][CH2:16][O:17][CH2:18][CH2:19]2)[N:7]=1)[OH:1]. (6) Given the reactants [C:1]([C:5]1[CH:6]=[C:7]([NH:17][C:18](=[O:40])[C:19]([C:21]2[C:30]3[C:25](=[CH:26][CH:27]=[CH:28][CH:29]=3)[C:24]([O:31][CH2:32][CH2:33][N:34]3[CH2:39][CH2:38][O:37][CH2:36][CH2:35]3)=[CH:23][CH:22]=2)=O)[N:8]([C:10]2[CH:15]=[CH:14][C:13]([CH3:16])=[CH:12][CH:11]=2)[N:9]=1)([CH3:4])([CH3:3])[CH3:2].Cl.[CH3:42][O:43][NH2:44].N1C=CC=CC=1, predict the reaction product. The product is: [C:1]([C:5]1[CH:6]=[C:7]([NH:17][C:18](=[O:40])[C:19](=[N:44][O:43][CH3:42])[C:21]2[C:30]3[C:25](=[CH:26][CH:27]=[CH:28][CH:29]=3)[C:24]([O:31][CH2:32][CH2:33][N:34]3[CH2:39][CH2:38][O:37][CH2:36][CH2:35]3)=[CH:23][CH:22]=2)[N:8]([C:10]2[CH:11]=[CH:12][C:13]([CH3:16])=[CH:14][CH:15]=2)[N:9]=1)([CH3:4])([CH3:3])[CH3:2].